Dataset: Forward reaction prediction with 1.9M reactions from USPTO patents (1976-2016). Task: Predict the product of the given reaction. (1) The product is: [C:1]([O:5][C:6]([N:8]1[CH2:9][CH2:10][CH:11]([CH2:14][O:15][C:22]2[CH:23]=[CH:24][C:25]([C:27]3[CH2:32][CH2:31][N:30]([S:33]([CH3:36])(=[O:35])=[O:34])[CH2:29][CH:28]=3)=[CH:26][C:21]=2[F:20])[CH2:12][CH2:13]1)=[O:7])([CH3:2])([CH3:3])[CH3:4]. Given the reactants [C:1]([O:5][C:6]([N:8]1[CH2:13][CH2:12][CH:11]([CH2:14][O:15]S(C)(=O)=O)[CH2:10][CH2:9]1)=[O:7])([CH3:4])([CH3:3])[CH3:2].[F:20][C:21]1[CH:26]=[C:25]([C:27]2[CH2:28][CH2:29][N:30]([S:33]([CH3:36])(=[O:35])=[O:34])[CH2:31][CH:32]=2)[CH:24]=[CH:23][C:22]=1O, predict the reaction product. (2) Given the reactants [C:1]([O:5][C:6]([N:8]([CH:27]1[CH2:29][CH2:28]1)[CH:9]([C:11]1[CH:12]=[C:13]([CH2:19][CH2:20][CH2:21][NH:22][C:23](=[O:26])[O:24][CH3:25])[C:14]([CH:17]=[CH2:18])=[N:15][CH:16]=1)[CH3:10])=[O:7])([CH3:4])([CH3:3])[CH3:2], predict the reaction product. The product is: [C:1]([O:5][C:6]([N:8]([CH:27]1[CH2:28][CH2:29]1)[CH:9]([C:11]1[CH:12]=[C:13]([CH2:19][CH2:20][CH2:21][NH:22][C:23](=[O:26])[O:24][CH3:25])[C:14]([CH2:17][CH3:18])=[N:15][CH:16]=1)[CH3:10])=[O:7])([CH3:3])([CH3:4])[CH3:2]. (3) Given the reactants [NH:1]1[CH2:4][CH:3]([C:5]([OH:7])=[O:6])[CH2:2]1.[CH3:8][Si](C)(C)[Cl:10], predict the reaction product. The product is: [ClH:10].[NH:1]1[CH2:4][CH:3]([C:5]([O:7][CH3:8])=[O:6])[CH2:2]1. (4) Given the reactants Cl.[NH2:2][C@@H:3]([C:6]1[CH:11]=[CH:10][CH:9]=[C:8]([Cl:12])[CH:7]=1)[CH2:4][OH:5].[OH-].[K+].C1C[O:18][CH2:17]C1.ClC(Cl)(OC(=O)OC(Cl)(Cl)Cl)Cl, predict the reaction product. The product is: [Cl:12][C:8]1[CH:7]=[C:6]([C@H:3]2[CH2:4][O:5][C:17](=[O:18])[NH:2]2)[CH:11]=[CH:10][CH:9]=1. (5) The product is: [Br:1][C:2]1[CH:7]=[CH:6][C:5]([F:8])=[CH:4][C:3]=1[N:9]1[C:13]([CH2:14][OH:15])=[N:12][CH:11]=[N:10]1. Given the reactants [Br:1][C:2]1[CH:7]=[CH:6][C:5]([F:8])=[CH:4][C:3]=1[N:9]1[CH:13]=[N:12][CH:11]=[N:10]1.[CH2:14]=[O:15], predict the reaction product. (6) Given the reactants C(NC(C)C)(C)C.C([Li])CCC.[F:13][C:14]1[CH:19]=[CH:18][C:17]([CH:20]2[C:28]3[C:23](=[CH:24][C:25]([C:29]#[N:30])=[CH:26][CH:27]=3)[CH2:22][O:21]2)=[CH:16][CH:15]=1.[CH3:31][N:32]([CH3:37])[CH2:33][CH2:34][CH2:35]Cl, predict the reaction product. The product is: [CH3:31][N:32]([CH2:33][CH2:34][CH2:35][C:20]1([C:17]2[CH:18]=[CH:19][C:14]([F:13])=[CH:15][CH:16]=2)[O:21][CH2:22][C:23]2[CH:24]=[C:25]([C:29]#[N:30])[CH:26]=[CH:27][C:28]1=2)[CH3:37]. (7) The product is: [NH2:1][C:4]1[CH:25]=[C:24]([NH2:26])[CH:23]=[CH:22][C:5]=1[O:6][C:7]1[CH:21]=[CH:20][C:10]([O:11][CH2:12][CH2:13][CH2:14][CH2:15][CH2:16][CH2:17][CH2:18][CH3:19])=[CH:9][CH:8]=1. Given the reactants [N+:1]([C:4]1[CH:25]=[C:24]([N+:26]([O-])=O)[CH:23]=[CH:22][C:5]=1[O:6][C:7]1[CH:21]=[CH:20][C:10]([O:11][CH2:12][CH2:13][CH2:14][CH2:15][CH2:16][CH2:17][CH2:18][CH3:19])=[CH:9][CH:8]=1)([O-])=O.[H][H], predict the reaction product. (8) Given the reactants O1C[C@H]1[C@@H:4]([NH:12][C:13](=[O:19])[O:14][C:15]([CH3:18])([CH3:17])[CH3:16])[CH2:5][C:6]1[CH:11]=[CH:10][CH:9]=[CH:8][CH:7]=1.[C:20]([O:28][CH2:29][CH3:30])(=[O:27])[CH2:21][C:22]([O:24][CH2:25][CH3:26])=[O:23].CC[O-].[Na+].[Br:35][C:36]1[CH:43]=[CH:42][C:39]([CH2:40]Br)=[CH:38][CH:37]=1.Cl, predict the reaction product. The product is: [Br:35][C:36]1[CH:43]=[CH:42][C:39]([CH2:40][C:21]2([C:22]([O:24][CH2:25][CH3:26])=[O:23])[CH2:30][C@@H:29]([C@@H:4]([NH:12][C:13]([O:14][C:15]([CH3:16])([CH3:17])[CH3:18])=[O:19])[CH2:5][C:6]3[CH:7]=[CH:8][CH:9]=[CH:10][CH:11]=3)[O:28][C:20]2=[O:27])=[CH:38][CH:37]=1.